This data is from NCI-60 drug combinations with 297,098 pairs across 59 cell lines. The task is: Regression. Given two drug SMILES strings and cell line genomic features, predict the synergy score measuring deviation from expected non-interaction effect. (1) Drug 1: C1=NC(=NC(=O)N1C2C(C(C(O2)CO)O)O)N. Synergy scores: CSS=9.85, Synergy_ZIP=-3.16, Synergy_Bliss=0.195, Synergy_Loewe=-15.8, Synergy_HSA=0.356. Drug 2: CC(C)NC(=O)C1=CC=C(C=C1)CNNC.Cl. Cell line: HCT-15. (2) Drug 1: COC1=CC(=CC(=C1O)OC)C2C3C(COC3=O)C(C4=CC5=C(C=C24)OCO5)OC6C(C(C7C(O6)COC(O7)C8=CC=CS8)O)O. Drug 2: C1=CC(=CC=C1CCCC(=O)O)N(CCCl)CCCl. Cell line: RXF 393. Synergy scores: CSS=31.7, Synergy_ZIP=1.20, Synergy_Bliss=3.05, Synergy_Loewe=-22.7, Synergy_HSA=7.27.